Task: Predict the reaction yield, written as a fraction of the theoretical maximum amount of product (1.0 means a 100% yield; for example, 0.34 means a 34% yield).. Dataset: Reaction yield outcomes from USPTO patents with 853,638 reactions (1) The reactants are I.[NH2:2][CH:3]([S:10][CH3:11])/[N:4]=[C:5](/N(C)C)\[CH3:6].Cl[C:13](=[O:20])[CH2:14][C:15]([O:17][CH2:18][CH3:19])=[O:16].C(N(CC)CC)C. The catalyst is ClCCl. The product is [CH3:6][C:5]1[N:4]=[C:3]([S:10][CH3:11])[NH:2][C:13](=[O:20])[C:14]=1[C:15]([O:17][CH2:18][CH3:19])=[O:16]. The yield is 0.620. (2) The reactants are [Cl:1][C:2]1[CH:3]=[C:4]([CH:14]=[CH:15][CH:16]=1)[CH2:5][C:6]1[CH:7]=[C:8]([CH2:12][OH:13])[S:9][C:10]=1[F:11].C(Cl)Cl.CC(OI1(OC(C)=O)(OC(C)=O)OC(=O)C2C=CC=CC1=2)=O. No catalyst specified. The product is [Cl:1][C:2]1[CH:3]=[C:4]([CH:14]=[CH:15][CH:16]=1)[CH2:5][C:6]1[CH:7]=[C:8]([CH:12]=[O:13])[S:9][C:10]=1[F:11]. The yield is 0.700. (3) The reactants are [CH3:1][O:2][C:3]1[CH:12]=[CH:11][C:10]([S:13](=[O:16])(=[O:15])[NH2:14])=[CH:9][C:4]=1[C:5]([O:7]C)=[O:6].[OH-].[Na+].Cl. The catalyst is CO. The product is [CH3:1][O:2][C:3]1[CH:12]=[CH:11][C:10]([S:13](=[O:16])(=[O:15])[NH2:14])=[CH:9][C:4]=1[C:5]([OH:7])=[O:6]. The yield is 0.983. (4) The reactants are C(N(CC)CC)C.[C:16](O[C:16]([O:18][C:19]([CH3:22])([CH3:21])[CH3:20])=[O:17])([O:18][C:19]([CH3:22])([CH3:21])[CH3:20])=[O:17].CN(C1C=CC=CN=1)C.[Br:32][C:33]1[CH:34]=[C:35]2[C:39](=[CH:40][CH:41]=1)[NH:38][N:37]=[CH:36]2. The catalyst is C(#N)C. The product is [C:19]([O:18][C:16]([N:38]1[C:39]2[C:35](=[CH:34][C:33]([Br:32])=[CH:41][CH:40]=2)[CH:36]=[N:37]1)=[O:17])([CH3:20])([CH3:21])[CH3:22]. The yield is 0.990. (5) The reactants are CC(C)(C)[C@H](NC(=O)[C@@H](NC)C)C(N1[C@H](C(N[C@H]2C3C(=CC=CC=3)CCC2)=O)CC2C(=CC([C@H]3C[C@@H](C(=O)N[C@H]4C5C(=CC=CC=5)CCC4)N(C(=O)[C@@H](NC(=O)[C@@H](NC)C)C(C)(C)C)C3)=CC=2)C1)=O.[C:70]([O:74][C:75]([N:77]1[C@H:81]([C:82](=[O:94])[NH:83][C@H:84]2[C:93]3[C:88](=[CH:89][CH:90]=[CH:91][CH:92]=3)[CH2:87][CH2:86][CH2:85]2)[CH:80]=[C:79]([C:95]2[CH:104]=[C:103]3[C:98]([CH2:99][C@@H:100]([C:112]([O:114][CH3:115])=[O:113])[N:101]([C:105]([O:107][C:108]([CH3:111])([CH3:110])[CH3:109])=[O:106])[CH2:102]3)=[CH:97][CH:96]=2)[CH2:78]1)=[O:76])([CH3:73])([CH3:72])[CH3:71]. No catalyst specified. The product is [C:70]([O:74][C:75]([N:77]1[C@H:81]([C:82](=[O:94])[NH:83][C@H:84]2[C:93]3[C:88](=[CH:89][CH:90]=[CH:91][CH:92]=3)[CH2:87][CH2:86][CH2:85]2)[CH2:80][C@H:79]([C:95]2[CH:104]=[C:103]3[C:98]([CH2:99][C@@H:100]([C:112]([O:114][CH3:115])=[O:113])[N:101]([C:105]([O:107][C:108]([CH3:110])([CH3:109])[CH3:111])=[O:106])[CH2:102]3)=[CH:97][CH:96]=2)[CH2:78]1)=[O:76])([CH3:73])([CH3:71])[CH3:72]. The yield is 0.890. (6) The reactants are [F:1][C:2]([F:33])([F:32])[C:3]1[CH:4]=[C:5]([CH:29]=[CH:30][CH:31]=1)[CH2:6][NH:7][C:8](=[O:28])[C:9]1[CH:14]=[CH:13][N:12]=[C:11]([C:15]2[CH:20]=[C:19]([N:21]3[CH2:26][CH2:25][CH2:24][CH2:23][CH2:22]3)[CH:18]=[CH:17][C:16]=2[NH2:27])[CH:10]=1.[CH3:34][N:35]([CH2:47][CH2:48][N:49]1[CH2:54][CH2:53][O:52][CH2:51][CH2:50]1)[C:36]([C:38]1[CH:39]=[C:40]([CH:44]=[CH:45][CH:46]=1)[C:41](O)=[O:42])=[O:37].CCN=C=NCCCN(C)C.[ClH:66]. The catalyst is ClCCl.CN(C)C1C=CN=CC=1.C(OCC)(=O)C. The product is [ClH:66].[F:33][C:2]([F:1])([F:32])[C:3]1[CH:4]=[C:5]([CH:29]=[CH:30][CH:31]=1)[CH2:6][NH:7][C:8]([C:9]1[CH:14]=[CH:13][N:12]=[C:11]([C:15]2[CH:20]=[C:19]([N:21]3[CH2:26][CH2:25][CH2:24][CH2:23][CH2:22]3)[CH:18]=[CH:17][C:16]=2[NH:27][C:41](=[O:42])[C:40]2[CH:44]=[CH:45][CH:46]=[C:38]([C:36]([N:35]([CH3:34])[CH2:47][CH2:48][N:49]3[CH2:50][CH2:51][O:52][CH2:53][CH2:54]3)=[O:37])[CH:39]=2)[CH:10]=1)=[O:28]. The yield is 0.860. (7) The reactants are C([Si](C)(C)[O:6][CH2:7][CH2:8][N:9]1[CH2:18][CH:17]([C:19]2[CH:24]=[CH:23][C:22]([O:25][CH3:26])=[CH:21][CH:20]=2)[C:16]2[C:11](=[CH:12][C:13]([O:27][CH2:28][CH2:29][CH2:30][N:31]3[CH2:36][CH2:35][CH2:34][CH2:33][CH2:32]3)=[CH:14][CH:15]=2)[CH2:10]1)(C)(C)C.[F-].C([N+](CCCC)(CCCC)CCCC)CCC. The catalyst is C1COCC1. The product is [CH3:26][O:25][C:22]1[CH:21]=[CH:20][C:19]([CH:17]2[C:16]3[C:11](=[CH:12][C:13]([O:27][CH2:28][CH2:29][CH2:30][N:31]4[CH2:36][CH2:35][CH2:34][CH2:33][CH2:32]4)=[CH:14][CH:15]=3)[CH2:10][N:9]([CH2:8][CH2:7][OH:6])[CH2:18]2)=[CH:24][CH:23]=1. The yield is 0.530. (8) The reactants are [CH2:1]1[CH2:10][O:9][C:8]2[CH:7]=[CH:6][C:5]([NH:11][C:12]3[C:17]([F:18])=[CH:16][N:15]=[C:14]([NH:19][C:20]4[CH:25]=[CH:24][CH:23]=[C:22](O)[CH:21]=4)[N:13]=3)=[CH:4][C:3]=2[O:2]1.ClC1N=C(NC2C=CC3OCCOC=3C=2)C(F)=CN=1.[CH2:46]([N:53]1[CH2:58][CH2:57][N:56](C2C=CC(N)=CC=2)[CH2:55][CH2:54]1)[C:47]1[CH:52]=[CH:51][CH:50]=[CH:49][CH:48]=1. No catalyst specified. The product is [CH2:46]([N:53]1[CH2:58][CH2:57][N:56]([C:23]2[CH:22]=[CH:21][C:20]([NH:19][C:14]3[N:13]=[C:12]([NH:11][C:5]4[CH:6]=[CH:7][C:8]5[O:9][CH2:10][CH2:1][O:2][C:3]=5[CH:4]=4)[C:17]([F:18])=[CH:16][N:15]=3)=[CH:25][CH:24]=2)[CH2:55][CH2:54]1)[C:47]1[CH:48]=[CH:49][CH:50]=[CH:51][CH:52]=1. The yield is 0.330. (9) The reactants are C1(P(C2C=CC=CC=2)C2C=CC=CC=2)C=CC=CC=1.[CH2:20]([O:27][C:28]1[CH:29]=[C:30]([OH:34])[CH:31]=[CH:32][CH:33]=1)[C:21]1[CH:26]=[CH:25][CH:24]=[CH:23][CH:22]=1.N(C(OC(C)C)=O)=NC(OC(C)C)=O.O[CH2:50][C@@H:51]1[CH2:55][CH2:54][CH2:53][N:52]1[C:56]([O:58][CH2:59][C:60]1[CH:65]=[CH:64][CH:63]=[CH:62][CH:61]=1)=[O:57]. The catalyst is C1(C)C=CC=CC=1. The product is [CH2:20]([O:27][C:28]1[CH:29]=[C:30]([CH:31]=[CH:32][CH:33]=1)[O:34][CH2:50][C@@H:51]1[CH2:55][CH2:54][CH2:53][N:52]1[C:56]([O:58][CH2:59][C:60]1[CH:65]=[CH:64][CH:63]=[CH:62][CH:61]=1)=[O:57])[C:21]1[CH:22]=[CH:23][CH:24]=[CH:25][CH:26]=1. The yield is 0.530.